Dataset: Forward reaction prediction with 1.9M reactions from USPTO patents (1976-2016). Task: Predict the product of the given reaction. (1) The product is: [CH:14]([C:3]1[CH:4]=[C:5]([CH:11]([CH3:13])[CH3:12])[CH:6]=[C:7]([CH:8]([CH3:10])[CH3:9])[C:2]=1[C:17]1[CH:22]=[CH:21][CH:20]=[CH:19][CH:18]=1)([CH3:16])[CH3:15]. Given the reactants Br[C:2]1[C:7]([CH:8]([CH3:10])[CH3:9])=[CH:6][C:5]([CH:11]([CH3:13])[CH3:12])=[CH:4][C:3]=1[CH:14]([CH3:16])[CH3:15].[C:17]1(B(O)O)[CH:22]=[CH:21][CH:20]=[CH:19][CH:18]=1.[O-]P([O-])([O-])=O.[K+].[K+].[K+], predict the reaction product. (2) Given the reactants [CH2:1]([O:3][C:4]([CH:6]1[CH2:11][CH2:10][CH2:9][CH2:8][N:7]1[C:12]1[CH:17]=[C:16]([N:18](C(OC(C)(C)C)=O)[CH2:19][CH2:20][C:21]2[CH:26]=[CH:25][C:24]([O:27][C:28]([F:31])([F:30])[F:29])=[CH:23][CH:22]=2)[N:15]=[C:14]([O:39][CH3:40])[N:13]=1)=[O:5])[CH3:2].[ClH:41], predict the reaction product. The product is: [ClH:41].[CH2:1]([O:3][C:4]([CH:6]1[CH2:11][CH2:10][CH2:9][CH2:8][N:7]1[C:12]1[CH:17]=[C:16]([NH:18][CH2:19][CH2:20][C:21]2[CH:22]=[CH:23][C:24]([O:27][C:28]([F:31])([F:29])[F:30])=[CH:25][CH:26]=2)[N:15]=[C:14]([O:39][CH3:40])[N:13]=1)=[O:5])[CH3:2]. (3) Given the reactants [CH:1]([NH:4][C:5]([C:7]1[C:15]2[C:11](=[CH:12][NH:13][N:14]=2)[CH:10]=[C:9]([CH3:16])[C:8]=1[NH:17][C:18]([C:20]1[N:21]([C:27]2[C:32]([Cl:33])=[CH:31][CH:30]=[CH:29][N:28]=2)[N:22]=[C:23]([O:25][CH3:26])[CH:24]=1)=[O:19])=[O:6])([CH3:3])[CH3:2].[N:34]1[C:41]([F:42])=[N:40][C:38](F)=[N:37][C:35]=1[F:36].C(N(CC)CC)C, predict the reaction product. The product is: [CH:1]([NH:4][C:5]([C:7]1[C:15]2[C:11](=[CH:12][N:13]([C:38]3[N:40]=[C:41]([F:42])[N:34]=[C:35]([F:36])[N:37]=3)[N:14]=2)[CH:10]=[C:9]([CH3:16])[C:8]=1[NH:17][C:18]([C:20]1[N:21]([C:27]2[C:32]([Cl:33])=[CH:31][CH:30]=[CH:29][N:28]=2)[N:22]=[C:23]([O:25][CH3:26])[CH:24]=1)=[O:19])=[O:6])([CH3:3])[CH3:2]. (4) Given the reactants [Cl:1][C:2]1[C:3]([NH:17][C:18]2[CH:19]=[CH:20][C:21]([N:29]3[CH2:34][CH2:33][NH:32][CH2:31][CH2:30]3)=[C:22]3[C:26]=2[C:25](=[O:27])[N:24]([CH3:28])[CH2:23]3)=[N:4][C:5]([NH:8][C:9]2[CH:14]=[CH:13][CH:12]=[CH:11][C:10]=2[O:15][CH3:16])=[N:6][CH:7]=1.[CH2:35]=O.[OH-].[Na+], predict the reaction product. The product is: [Cl:1][C:2]1[C:3]([NH:17][C:18]2[CH:19]=[CH:20][C:21]([N:29]3[CH2:34][CH2:33][N:32]([CH3:35])[CH2:31][CH2:30]3)=[C:22]3[C:26]=2[C:25](=[O:27])[N:24]([CH3:28])[CH2:23]3)=[N:4][C:5]([NH:8][C:9]2[CH:14]=[CH:13][CH:12]=[CH:11][C:10]=2[O:15][CH3:16])=[N:6][CH:7]=1. (5) Given the reactants [N+:1]([O-:4])([OH:3])=[O:2].O[C@H:6]1[C@H:10]([O:11][CH3:12])[CH2:9][C@H:8]([C:13]([O:15][CH3:16])=[O:14])[CH2:7]1.C(=O)([O-])O.[Na+], predict the reaction product. The product is: [CH3:12][O:11][C@@H:10]1[C@@H:6]([O:2][N+:1]([O-:4])=[O:3])[CH2:7][C@H:8]([C:13]([O:15][CH3:16])=[O:14])[CH2:9]1. (6) Given the reactants [Cl:1][C:2]1[CH:23]=[CH:22][CH:21]=[C:20]([Cl:24])[C:3]=1[CH2:4][N:5]1[CH2:9][CH2:8][CH:7]([C:10](=O)[C:11]2[CH:16]=[CH:15][CH:14]=[CH:13][C:12]=2[CH3:17])[C:6]1=[O:19].Cl.[NH2:26][OH:27].C([O-])(=O)C.[Na+], predict the reaction product. The product is: [Cl:1][C:2]1[CH:23]=[CH:22][CH:21]=[C:20]([Cl:24])[C:3]=1[CH2:4][N:5]1[CH2:9][CH2:8][CH:7]([C:10](=[N:26][OH:27])[C:11]2[CH:16]=[CH:15][CH:14]=[CH:13][C:12]=2[CH3:17])[C:6]1=[O:19]. (7) The product is: [Br:1][C:2]1[CH:8]=[CH:7][CH:6]=[C:5]([N+:9]([O-:12])=[O:10])[C:3]=1[NH:4][C:13](=[O:15])[CH3:14]. Given the reactants [Br:1][C:2]1[CH:8]=[CH:7][CH:6]=[CH:5][C:3]=1[NH2:4].[N+:9]([O-:12])(O)=[O:10].[C:13](OC(=O)C)(=[O:15])[CH3:14], predict the reaction product. (8) Given the reactants C[O:2][C:3](=[O:24])[C:4]1[CH:9]=[C:8]([C:10]2[S:11][CH:12]=[C:13]([C:15]3[CH:20]=[CH:19][C:18]([Cl:21])=[C:17]([Cl:22])[CH:16]=3)[N:14]=2)[CH:7]=[CH:6][C:5]=1Br.[CH3:25][C:26]1[CH:31]=[C:30]([C:32]#[N:33])[CH:29]=[CH:28][C:27]=1B(O)O, predict the reaction product. The product is: [C:32]([C:30]1[CH:29]=[CH:28][C:27]([C:5]2[C:4]([C:3]([OH:2])=[O:24])=[CH:9][C:8]([C:10]3[S:11][CH:12]=[C:13]([C:15]4[CH:20]=[CH:19][C:18]([Cl:21])=[C:17]([Cl:22])[CH:16]=4)[N:14]=3)=[CH:7][CH:6]=2)=[C:26]([CH3:25])[CH:31]=1)#[N:33].